This data is from Reaction yield outcomes from USPTO patents with 853,638 reactions. The task is: Predict the reaction yield, written as a fraction of the theoretical maximum amount of product (1.0 means a 100% yield; for example, 0.34 means a 34% yield). (1) The reactants are C[O:2][C:3]1[CH:8]=[CH:7][N:6]=[CH:5][CH:4]=1.[CH2:9]([Mg]Cl)[CH2:10][C:11]1[CH:16]=[CH:15][CH:14]=[CH:13][CH:12]=1.Cl[C:20]([O:22][CH3:23])=[O:21].Cl. The catalyst is C1COCC1. The product is [O:2]=[C:3]1[CH:8]=[CH:7][N:6]([C:20]([O:22][CH3:23])=[O:21])[CH:5]([CH2:9][CH2:10][C:11]2[CH:16]=[CH:15][CH:14]=[CH:13][CH:12]=2)[CH2:4]1. The yield is 0.820. (2) The reactants are C([O:3][C:4](=O)[CH2:5][C:6]([C@H:8]1[CH2:13][CH2:12][N:11]([C:14]([O:16][CH3:17])=[O:15])[C@@H:10]([CH2:18][C:19]2[CH:24]=[CH:23][CH:22]=[C:21]([F:25])[CH:20]=2)[CH2:9]1)=[O:7])C.[OH-].[Na+].[NH2:29]O.Cl. The catalyst is CO.O. The product is [F:25][C:21]1[CH:20]=[C:19]([CH:24]=[CH:23][CH:22]=1)[CH2:18][C@H:10]1[CH2:9][C@@H:8]([C:6]2[O:7][NH:29][C:4](=[O:3])[CH:5]=2)[CH2:13][CH2:12][N:11]1[C:14]([O:16][CH3:17])=[O:15]. The yield is 0.680. (3) The catalyst is C(Cl)Cl.Cl. The yield is 0.970. The product is [Cl:7][C:8]1[C:9]([O:17][CH3:18])=[CH:10][C:11]([O:15][CH3:16])=[C:12]([NH:13][C:20](=[O:21])[O:22][C:23]2[CH:28]=[CH:27][CH:26]=[CH:25][CH:24]=2)[CH:14]=1. The reactants are N1C=CC=CC=1.[Cl:7][C:8]1[C:9]([O:17][CH3:18])=[CH:10][C:11]([O:15][CH3:16])=[C:12]([CH:14]=1)[NH2:13].Cl[C:20]([O:22][C:23]1[CH:28]=[CH:27][CH:26]=[CH:25][CH:24]=1)=[O:21]. (4) The reactants are [OH-].[Na+].[CH3:3][C:4]1[CH:5]=[CH:6][C:7]([C:10]2[N:14]([C:15]3[CH:16]=[N:17][CH:18]=[CH:19][CH:20]=3)[N:13]=[C:12]([C:21]([O:23]C)=[O:22])[CH:11]=2)=[N:8][CH:9]=1.Cl.C(Cl)(Cl)Cl. The catalyst is O1CCCC1. The product is [CH3:3][C:4]1[CH:5]=[CH:6][C:7]([C:10]2[N:14]([C:15]3[CH:16]=[N:17][CH:18]=[CH:19][CH:20]=3)[N:13]=[C:12]([C:21]([OH:23])=[O:22])[CH:11]=2)=[N:8][CH:9]=1. The yield is 0.650. (5) The reactants are [CH2:1]([N:3]1[C:7](=[NH:8])/[C:6](=[CH:9]\[C:10]2[CH:15]=[CH:14][C:13]([OH:16])=[C:12]([O:17][CH3:18])[CH:11]=2)/[N:5]([CH3:19])[C:4]1=[O:20])[CH3:2].C(=O)([O-])[O-].[K+].[K+].Br[CH2:28][C:29]1[CH:34]=[CH:33][CH:32]=[CH:31][C:30]=1[C:35]([F:38])([F:37])[F:36].[OH-].[Na+]. The catalyst is CN(C)C=O. The product is [CH2:1]([N:3]1[C:7](=[NH:8])/[C:6](=[CH:9]\[C:10]2[CH:15]=[CH:14][C:13]([O:16][CH2:28][C:29]3[CH:34]=[CH:33][CH:32]=[CH:31][C:30]=3[C:35]([F:36])([F:37])[F:38])=[C:12]([O:17][CH3:18])[CH:11]=2)/[N:5]([CH3:19])[C:4]1=[O:20])[CH3:2]. The yield is 0.610.